Dataset: Reaction yield outcomes from USPTO patents with 853,638 reactions. Task: Predict the reaction yield, written as a fraction of the theoretical maximum amount of product (1.0 means a 100% yield; for example, 0.34 means a 34% yield). The product is [C:1]([O:5][C:6](=[O:27])[NH:7][C:8]([C:10]1[S:11][C:12]([S:25][CH3:26])=[C:13]([S:15]([C:18]2[CH:19]=[C:20]([C:34]3[C:33]([CH2:37][OH:36])=[CH:32][CH:31]=[CH:30][C:29]=3[CH3:28])[CH:21]=[CH:22][CH:23]=2)(=[O:17])=[O:16])[CH:14]=1)=[NH:9])([CH3:4])([CH3:3])[CH3:2]. The reactants are [C:1]([O:5][C:6](=[O:27])[NH:7][C:8]([C:10]1[S:11][C:12]([S:25][CH3:26])=[C:13]([S:15]([C:18]2[CH:23]=[CH:22][CH:21]=[C:20](Br)[CH:19]=2)(=[O:17])=[O:16])[CH:14]=1)=[NH:9])([CH3:4])([CH3:3])[CH3:2].[CH3:28][C:29]1[C:34]2B(O)[O:36][CH2:37][C:33]=2[CH:32]=[CH:31][CH:30]=1.C([O-])([O-])=O.[Na+].[Na+].C(O)C. The catalyst is C1C=CC([P]([Pd]([P](C2C=CC=CC=2)(C2C=CC=CC=2)C2C=CC=CC=2)([P](C2C=CC=CC=2)(C2C=CC=CC=2)C2C=CC=CC=2)[P](C2C=CC=CC=2)(C2C=CC=CC=2)C2C=CC=CC=2)(C2C=CC=CC=2)C2C=CC=CC=2)=CC=1.C1(C)C=CC=CC=1. The yield is 0.400.